From a dataset of Reaction yield outcomes from USPTO patents with 853,638 reactions. Predict the reaction yield, written as a fraction of the theoretical maximum amount of product (1.0 means a 100% yield; for example, 0.34 means a 34% yield). (1) The reactants are ClC1N=C(C2SC(C(C)C)=NC=2C2C=C(C=CC=2)N)C=CN=1.[Cl:23][C:24]1[N:29]=[C:28]([C:30]2[S:34][C:33]([C:35]([CH3:38])([CH3:37])[CH3:36])=[N:32][C:31]=2[C:39]2[C:40]([F:53])=[C:41]([NH:46]C(=O)OCC=C)[CH:42]=[CH:43][C:44]=2[F:45])[CH:27]=[CH:26][N:25]=1. No catalyst specified. The product is [Cl:23][C:24]1[N:29]=[C:28]([C:30]2[S:34][C:33]([C:35]([CH3:38])([CH3:37])[CH3:36])=[N:32][C:31]=2[C:39]2[C:40]([F:53])=[C:41]([NH2:46])[CH:42]=[CH:43][C:44]=2[F:45])[CH:27]=[CH:26][N:25]=1. The yield is 0.810. (2) The reactants are [Cl:1][C:2]1[CH:7]=[CH:6][CH:5]=[C:4]([N+:8]([O-:10])=[O:9])[C:3]=1Cl.[C:12]([O:16][C:17]([N:19]1[CH2:24][CH2:23][NH:22][CH2:21][CH2:20]1)=[O:18])([CH3:15])([CH3:14])[CH3:13].C([O-])([O-])=O.[K+].[K+]. The catalyst is C(#N)C. The product is [C:12]([O:16][C:17]([N:19]1[CH2:24][CH2:23][N:22]([C:3]2[C:4]([N+:8]([O-:10])=[O:9])=[CH:5][CH:6]=[CH:7][C:2]=2[Cl:1])[CH2:21][CH2:20]1)=[O:18])([CH3:15])([CH3:13])[CH3:14]. The yield is 0.700. (3) The reactants are C([O:4][C:5]1[CH:10]=[CH:9][CH:8]=[C:7]([O:11][CH2:12][C:13]2[CH:18]=[CH:17][CH:16]=[CH:15][CH:14]=2)[CH:6]=1)(=O)C.[OH-].[Na+].Cl. The catalyst is O1CCCC1. The product is [CH2:12]([O:11][C:7]1[CH:6]=[C:5]([OH:4])[CH:10]=[CH:9][CH:8]=1)[C:13]1[CH:14]=[CH:15][CH:16]=[CH:17][CH:18]=1. The yield is 0.960. (4) The catalyst is C1COCC1.[I-].C([N+](CCCC)(CCCC)CCCC)CCC. The reactants are [CH3:1][C:2]([Si:5]([CH3:18])([CH3:17])[O:6][CH2:7][CH2:8][C:9]1[O:10][C:11]([CH2:14][CH2:15][OH:16])=[CH:12][CH:13]=1)([CH3:4])[CH3:3].[H-].[Na+].[CH2:21](Br)[C:22]1[CH:27]=[CH:26][CH:25]=[CH:24][CH:23]=1.O. The product is [CH3:4][C:2]([Si:5]([CH3:18])([CH3:17])[O:6][CH2:7][CH2:8][C:9]1[O:10][C:11]([CH2:14][CH2:15][O:16][CH2:21][C:22]2[CH:27]=[CH:26][CH:25]=[CH:24][CH:23]=2)=[CH:12][CH:13]=1)([CH3:1])[CH3:3]. The yield is 0.826. (5) The reactants are [OH:1][CH2:2][C:3]1[CH:8]=[CH:7][C:6]([C:9]([F:12])([F:11])[F:10])=[CH:5][CH:4]=1.Cl[C:14]1[N:15]=[C:16]([OH:24])[C:17]2[CH:23]=[CH:22][N:21]=[CH:20][C:18]=2[N:19]=1. No catalyst specified. The product is [F:12][C:9]([F:10])([F:11])[C:6]1[CH:5]=[CH:4][C:3]([CH2:2][O:1][C:14]2[N:15]=[C:16]([OH:24])[C:17]3[CH:23]=[CH:22][N:21]=[CH:20][C:18]=3[N:19]=2)=[CH:8][CH:7]=1. The yield is 0.510. (6) The reactants are [CH3:1][O:2][CH2:3][O:4][C:5]1[CH:6]=[CH:7][C:8]([CH2:11][C:12]([CH3:15])([CH3:14])[CH3:13])=[N:9][CH:10]=1.C1C=C(Cl)C=C(C(OO)=[O:24])C=1. The catalyst is C(Cl)Cl. The product is [CH3:1][O:2][CH2:3][O:4][C:5]1[CH:6]=[CH:7][C:8]([CH2:11][C:12]([CH3:15])([CH3:14])[CH3:13])=[N+:9]([O-:24])[CH:10]=1. The yield is 0.997. (7) The reactants are [NH2:1][C@@H:2]1[CH2:7][CH2:6][CH2:5][N:4]([C:8]2[C:21]([Cl:22])=[CH:20][CH:19]=[CH:18][C:9]=2/[CH:10]=[C:11]2/[C:12](=[O:17])[NH:13][C:14](=[O:16])[S:15]/2)[CH2:3]1.[CH:23](=O)[CH2:24][CH3:25].C(O[BH-](O[C:37](=O)[CH3:38])OC(=O)C)(=O)C.[Na+].[C:41]([O-])([O-])=O.[K+].[K+]. The catalyst is C(Cl)Cl. The product is [Cl:22][C:21]1[C:8]([N:4]2[CH2:5][CH2:6][CH2:7][C@@H:2]([N:1]([CH2:41][CH2:37][CH3:38])[CH2:23][CH2:24][CH3:25])[CH2:3]2)=[C:9]([CH:18]=[CH:19][CH:20]=1)/[CH:10]=[C:11]1/[C:12](=[O:17])[NH:13][C:14](=[O:16])[S:15]/1. The yield is 0.770. (8) The reactants are [C:1]([NH2:8])(=[O:7])[CH2:2][CH2:3][CH2:4][CH2:5][CH3:6].[CH2:9]([N:11]([CH2:20][CH3:21])[C:12]1[CH:19]=[CH:18][C:15]([CH:16]=O)=[CH:14][CH:13]=1)[CH3:10]. No catalyst specified. The product is [CH2:9]([N:11]([CH2:20][CH3:21])[C:12]1[CH:19]=[CH:18][C:15]([CH:16]([NH:8][C:1](=[O:7])[CH2:2][CH2:3][CH2:4][CH2:5][CH3:6])[NH:8][C:1](=[O:7])[CH2:2][CH2:3][CH2:4][CH2:5][CH3:6])=[CH:14][CH:13]=1)[CH3:10]. The yield is 0.760. (9) The reactants are [CH2:1]([N:8]1[CH:13]=[CH:12][CH:11]=[C:10]([C:14]([NH:16][C@@H:17]([C:22]2[CH:27]=[CH:26][CH:25]=[C:24]([NH:28][C:29]([NH:31][S:32]([C:35]3[C:36]([CH3:49])=[C:37]4[C:42](=[C:43]([CH3:46])[C:44]=3[CH3:45])[O:41][C:40]([CH3:48])([CH3:47])[CH2:39][CH2:38]4)(=[O:34])=[O:33])=[NH:30])[CH:23]=2)[C:18]([O:20]C)=[O:19])=[O:15])[C:9]1=[O:50])[C:2]1[CH:7]=[CH:6][CH:5]=[CH:4][CH:3]=1.CO.C1COCC1.[OH-].[Na+]. The catalyst is O. The product is [CH2:1]([N:8]1[CH:13]=[CH:12][CH:11]=[C:10]([C:14]([NH:16][C@@H:17]([C:22]2[CH:27]=[CH:26][CH:25]=[C:24]([NH:28][C:29]([NH:31][S:32]([C:35]3[C:36]([CH3:49])=[C:37]4[C:42](=[C:43]([CH3:46])[C:44]=3[CH3:45])[O:41][C:40]([CH3:47])([CH3:48])[CH2:39][CH2:38]4)(=[O:34])=[O:33])=[NH:30])[CH:23]=2)[C:18]([OH:20])=[O:19])=[O:15])[C:9]1=[O:50])[C:2]1[CH:3]=[CH:4][CH:5]=[CH:6][CH:7]=1. The yield is 0.430.